Dataset: Full USPTO retrosynthesis dataset with 1.9M reactions from patents (1976-2016). Task: Predict the reactants needed to synthesize the given product. (1) Given the product [NH2:1][C:2]([CH3:26])([CH3:25])[C@H:3]([NH:8][C:9](=[O:24])[C:10]1[CH:15]=[CH:14][C:13]([C:16]#[C:17][C:18]#[C:19][C@@H:20]([OH:23])[CH2:21][OH:22])=[CH:12][CH:11]=1)[C:4]([NH:27][OH:28])=[O:5], predict the reactants needed to synthesize it. The reactants are: [NH2:1][C:2]([CH3:26])([CH3:25])[C@H:3]([NH:8][C:9](=[O:24])[C:10]1[CH:15]=[CH:14][C:13]([C:16]#[C:17][C:18]#[C:19][C@@H:20]([OH:23])[CH2:21][OH:22])=[CH:12][CH:11]=1)[C:4](OC)=[O:5].[NH2:27][OH:28].C(O)(=O)C. (2) Given the product [CH3:9][O:10][C:11](=[O:23])[C:12]1[C:17]([CH3:18])=[CH:16][CH:15]=[C:14]([F:19])[C:13]=1[N:20]1[C:21](=[O:22])[NH:7][N:6]=[N:5]1, predict the reactants needed to synthesize it. The reactants are: [Cl-].[Cl-].[Cl-].[Al+3].[N-:5]=[N+:6]=[N-:7].[Na+].[CH3:9][O:10][C:11](=[O:23])[C:12]1[C:17]([CH3:18])=[CH:16][CH:15]=[C:14]([F:19])[C:13]=1[N:20]=[C:21]=[O:22].N([O-])=O.[Na+].Cl.